This data is from NCI-60 drug combinations with 297,098 pairs across 59 cell lines. The task is: Regression. Given two drug SMILES strings and cell line genomic features, predict the synergy score measuring deviation from expected non-interaction effect. (1) Drug 1: CN(C)N=NC1=C(NC=N1)C(=O)N. Drug 2: CCC1(CC2CC(C3=C(CCN(C2)C1)C4=CC=CC=C4N3)(C5=C(C=C6C(=C5)C78CCN9C7C(C=CC9)(C(C(C8N6C)(C(=O)OC)O)OC(=O)C)CC)OC)C(=O)OC)O.OS(=O)(=O)O. Cell line: A498. Synergy scores: CSS=3.75, Synergy_ZIP=-6.77, Synergy_Bliss=-13.2, Synergy_Loewe=-45.3, Synergy_HSA=-13.3. (2) Drug 1: CC1=C(C=C(C=C1)NC(=O)C2=CC=C(C=C2)CN3CCN(CC3)C)NC4=NC=CC(=N4)C5=CN=CC=C5. Drug 2: CC(C)CN1C=NC2=C1C3=CC=CC=C3N=C2N. Cell line: SN12C. Synergy scores: CSS=-12.7, Synergy_ZIP=1.20, Synergy_Bliss=-5.14, Synergy_Loewe=-13.9, Synergy_HSA=-11.5.